Dataset: Forward reaction prediction with 1.9M reactions from USPTO patents (1976-2016). Task: Predict the product of the given reaction. (1) Given the reactants [C@@H:1]12[CH2:6][C@@H:5]1[CH2:4][NH:3][C@@H:2]2[CH2:7][NH:8][C:9]1[CH:18]=[N:17][C:16]2[C:11](=[CH:12][C:13]([F:20])=[C:14]([F:19])[CH:15]=2)[N:10]=1.[F:21][C:22]1[CH:27]=[CH:26][C:25]([C:28]2[S:32][C:31]([CH3:33])=[N:30][C:29]=2[C:34](O)=[O:35])=[CH:24][CH:23]=1, predict the reaction product. The product is: [F:19][C:14]1[CH:15]=[C:16]2[C:11](=[CH:12][C:13]=1[F:20])[N:10]=[C:9]([NH:8][CH2:7][C@H:2]1[N:3]([C:34]([C:29]3[N:30]=[C:31]([CH3:33])[S:32][C:28]=3[C:25]3[CH:26]=[CH:27][C:22]([F:21])=[CH:23][CH:24]=3)=[O:35])[CH2:4][C@@H:5]3[C@H:1]1[CH2:6]3)[CH:18]=[N:17]2. (2) Given the reactants [CH2:1]([O:8][C:9]1[CH:14]=[CH:13][N:12]=[C:11]([C:15]([NH:17][C:18]2[CH:27]=[CH:26][C:25]([Br:28])=[CH:24][C:19]=2[C:20]([O:22]C)=[O:21])=[O:16])[CH:10]=1)[C:2]1[CH:7]=[CH:6][CH:5]=[CH:4][CH:3]=1.C1C=C(Cl)C=C(C(OO)=[O:37])C=1.[OH-].[Na+], predict the reaction product. The product is: [CH2:1]([O:8][C:9]1[CH:14]=[CH:13][N+:12]([O-:37])=[C:11]([C:15]([NH:17][C:18]2[CH:27]=[CH:26][C:25]([Br:28])=[CH:24][C:19]=2[C:20]([OH:22])=[O:21])=[O:16])[CH:10]=1)[C:2]1[CH:7]=[CH:6][CH:5]=[CH:4][CH:3]=1. (3) Given the reactants O=[C:2]1[CH2:7][CH2:6][N:5]([C:8]([O:10][C:11]([CH3:14])([CH3:13])[CH3:12])=[O:9])[CH2:4][CH2:3]1.C1(C)C=CC=CC=1.[C:22]([CH2:24][C:25]([O:27][CH2:28][CH3:29])=[O:26])#[N:23], predict the reaction product. The product is: [C:22]([C:24](=[C:2]1[CH2:7][CH2:6][N:5]([C:8]([O:10][C:11]([CH3:14])([CH3:13])[CH3:12])=[O:9])[CH2:4][CH2:3]1)[C:25]([O:27][CH2:28][CH3:29])=[O:26])#[N:23]. (4) The product is: [CH2:1]=[CH:2][CH:3]=[CH2:4].[C:1]1(=[O:7])[NH:17][C:4](=[O:5])[CH:3]=[CH:2]1.[C:1]1(=[O:7])[NH:17][C:4](=[O:5])[CH:3]=[CH:2]1.[C:15](#[N:17])[CH:12]=[CH2:13]. Given the reactants [C:1]1(=[O:7])O[C:4](=[O:5])[CH:3]=[CH:2]1.C(O[C:12](=O)[CH3:13])(=O)C.[CH2:15]([N:17](CC)CC)C.C([O-])(=O)C.[Na+], predict the reaction product. (5) Given the reactants [C:1]1([C:15]2[CH:20]=[CH:19][CH:18]=[CH:17][CH:16]=2)[CH:6]=[CH:5][CH:4]=[CH:3][C:2]=1[CH:7]([NH2:14])[CH2:8][CH2:9][C:10]([O:12]C)=O.[C:21]1([C:27]2[S:28][CH:29]=[C:30]([CH:32]=O)[N:31]=2)[CH:26]=[CH:25][CH:24]=[CH:23][CH:22]=1, predict the reaction product. The product is: [C:1]1([C:15]2[CH:20]=[CH:19][CH:18]=[CH:17][CH:16]=2)[CH:6]=[CH:5][CH:4]=[CH:3][C:2]=1[CH:7]1[N:14]([CH2:32][C:30]2[N:31]=[C:27]([C:21]3[CH:22]=[CH:23][CH:24]=[CH:25][CH:26]=3)[S:28][CH:29]=2)[C:10](=[O:12])[CH2:9][CH2:8]1. (6) Given the reactants Cl[C:2]1[N:7]=[C:6]([NH:8][C:9]([C:11]2([C:14]3[CH:24]=[CH:23][C:17]4[O:18][C:19]([F:22])([F:21])[O:20][C:16]=4[CH:15]=3)[CH2:13][CH2:12]2)=[O:10])[CH:5]=[CH:4][C:3]=1[CH3:25].[CH3:26][O:27][C:28]1[N:33]=[CH:32][C:31](B(O)O)=[CH:30][CH:29]=1.C(=O)([O-])[O-].[K+].[K+], predict the reaction product. The product is: [F:21][C:19]1([F:22])[O:18][C:17]2[CH:23]=[CH:24][C:14]([C:11]3([C:9]([NH:8][C:6]4[N:7]=[C:2]([C:31]5[CH:32]=[N:33][C:28]([O:27][CH3:26])=[CH:29][CH:30]=5)[C:3]([CH3:25])=[CH:4][CH:5]=4)=[O:10])[CH2:13][CH2:12]3)=[CH:15][C:16]=2[O:20]1. (7) Given the reactants [CH2:1](O)[CH2:2][CH3:3].[NH2:5][CH:6]([C:11]1[CH:16]=[CH:15][C:14]2[O:17][CH2:18][O:19][C:13]=2[CH:12]=1)[CH2:7][C:8]([OH:10])=[O:9].S(=O)(=O)(O)O.[OH-].[Na+], predict the reaction product. The product is: [NH2:5][CH:6]([C:11]1[CH:16]=[CH:15][C:14]2[O:17][CH2:18][O:19][C:13]=2[CH:12]=1)[CH2:7][C:8]([O:10][CH2:1][CH2:2][CH3:3])=[O:9]. (8) Given the reactants Cl[CH2:2][C:3]1[N:4]=[CH:5][S:6][CH:7]=1.[OH:8][CH2:9][C:10]([NH:12][CH2:13][CH2:14][O:15][C:16]1[CH:25]=[CH:24][CH:23]=[C:22]2[C:17]=1[C:18]([NH:26][C:27]1[CH:32]=[CH:31][C:30]([OH:33])=[C:29]([CH3:34])[CH:28]=1)=[N:19][CH:20]=[N:21]2)=[O:11], predict the reaction product. The product is: [OH:8][CH2:9][C:10]([NH:12][CH2:13][CH2:14][O:15][C:16]1[CH:25]=[CH:24][CH:23]=[C:22]2[C:17]=1[C:18]([NH:26][C:27]1[CH:32]=[CH:31][C:30]([O:33][CH2:2][C:3]3[N:4]=[CH:5][S:6][CH:7]=3)=[C:29]([CH3:34])[CH:28]=1)=[N:19][CH:20]=[N:21]2)=[O:11]. (9) Given the reactants C([O:3][CH:4](OCC)[C:5]1[O:13][C:12]2[C:11]([C:14]3[CH:19]=[CH:18][CH:17]=[C:16]([O:20][C:21]4[CH:26]=[CH:25][N:24]=[CH:23][CH:22]=4)[CH:15]=3)=[CH:10][N:9]=[CH:8][C:7]=2[CH:6]=1)C.Cl.C(=O)(O)[O-].[Na+], predict the reaction product. The product is: [N:24]1[CH:23]=[CH:22][C:21]([O:20][C:16]2[CH:15]=[C:14]([C:11]3[C:12]4[O:13][C:5]([CH:4]=[O:3])=[CH:6][C:7]=4[CH:8]=[N:9][CH:10]=3)[CH:19]=[CH:18][CH:17]=2)=[CH:26][CH:25]=1.